This data is from Reaction yield outcomes from USPTO patents with 853,638 reactions. The task is: Predict the reaction yield, written as a fraction of the theoretical maximum amount of product (1.0 means a 100% yield; for example, 0.34 means a 34% yield). The reactants are [CH:1]1([C@H:4]2[C@H:13]([CH3:14])[C@@H:12]([NH:15][C:16]3[CH:21]=[CH:20][CH:19]=[C:18]([O:22]C)[N:17]=3)[C:11]3[C:6](=[CH:7][CH:8]=[C:9]([N:24]4[CH2:29][CH2:28][O:27][CH2:26][CH2:25]4)[CH:10]=3)[N:5]2[C:30](=[O:32])[CH3:31])[CH2:3][CH2:2]1.[I-].[Na+]. The catalyst is C(#N)C.CO. The product is [CH:1]1([C@H:4]2[C@H:13]([CH3:14])[C@@H:12]([NH:15][C:16]3[CH:21]=[CH:20][CH:19]=[C:18]([OH:22])[N:17]=3)[C:11]3[C:6](=[CH:7][CH:8]=[C:9]([N:24]4[CH2:25][CH2:26][O:27][CH2:28][CH2:29]4)[CH:10]=3)[N:5]2[C:30](=[O:32])[CH3:31])[CH2:2][CH2:3]1. The yield is 0.0700.